From a dataset of NCI-60 drug combinations with 297,098 pairs across 59 cell lines. Regression. Given two drug SMILES strings and cell line genomic features, predict the synergy score measuring deviation from expected non-interaction effect. (1) Drug 1: C1=NC(=NC(=O)N1C2C(C(C(O2)CO)O)O)N. Drug 2: C1=CN(C=N1)CC(O)(P(=O)(O)O)P(=O)(O)O. Cell line: HS 578T. Synergy scores: CSS=5.04, Synergy_ZIP=-1.86, Synergy_Bliss=0.266, Synergy_Loewe=-4.61, Synergy_HSA=-1.17. (2) Drug 1: C1=NC2=C(N1)C(=S)N=CN2. Drug 2: CC1=C(C(=O)C2=C(C1=O)N3CC4C(C3(C2COC(=O)N)OC)N4)N. Cell line: TK-10. Synergy scores: CSS=37.6, Synergy_ZIP=-4.14, Synergy_Bliss=1.76, Synergy_Loewe=-12.5, Synergy_HSA=2.28. (3) Drug 1: CN1C(=O)N2C=NC(=C2N=N1)C(=O)N. Drug 2: C#CCC(CC1=CN=C2C(=N1)C(=NC(=N2)N)N)C3=CC=C(C=C3)C(=O)NC(CCC(=O)O)C(=O)O. Cell line: HCT116. Synergy scores: CSS=71.6, Synergy_ZIP=22.6, Synergy_Bliss=0.0309, Synergy_Loewe=80.4, Synergy_HSA=0.0333. (4) Drug 1: CC1C(C(CC(O1)OC2CC(CC3=C2C(=C4C(=C3O)C(=O)C5=C(C4=O)C(=CC=C5)OC)O)(C(=O)C)O)N)O.Cl. Drug 2: C1=CC=C(C=C1)NC(=O)CCCCCCC(=O)NO. Cell line: HCT-15. Synergy scores: CSS=10.7, Synergy_ZIP=-2.30, Synergy_Bliss=2.46, Synergy_Loewe=-4.21, Synergy_HSA=1.56. (5) Drug 1: CCC1=CC2CC(C3=C(CN(C2)C1)C4=CC=CC=C4N3)(C5=C(C=C6C(=C5)C78CCN9C7C(C=CC9)(C(C(C8N6C)(C(=O)OC)O)OC(=O)C)CC)OC)C(=O)OC.C(C(C(=O)O)O)(C(=O)O)O. Drug 2: CC=C1C(=O)NC(C(=O)OC2CC(=O)NC(C(=O)NC(CSSCCC=C2)C(=O)N1)C(C)C)C(C)C. Cell line: HL-60(TB). Synergy scores: CSS=66.8, Synergy_ZIP=-1.84, Synergy_Bliss=-6.20, Synergy_Loewe=-25.7, Synergy_HSA=-5.10. (6) Drug 2: CN(CC1=CN=C2C(=N1)C(=NC(=N2)N)N)C3=CC=C(C=C3)C(=O)NC(CCC(=O)O)C(=O)O. Synergy scores: CSS=11.3, Synergy_ZIP=-7.70, Synergy_Bliss=-1.77, Synergy_Loewe=-7.73, Synergy_HSA=-0.611. Drug 1: C1=CC=C(C=C1)NC(=O)CCCCCCC(=O)NO. Cell line: SK-MEL-5.